From a dataset of Clinical trial toxicity outcomes and FDA approval status for drugs. Regression/Classification. Given a drug SMILES string, predict its toxicity properties. Task type varies by dataset: regression for continuous values (e.g., LD50, hERG inhibition percentage) or binary classification for toxic/non-toxic outcomes (e.g., AMES mutagenicity, cardiotoxicity, hepatotoxicity). Dataset: clintox. (1) The drug is CC(C)(Oc1ccc(C(=O)c2ccc(Cl)cc2)cc1)C(=O)NCCS(=O)(=O)[O-]. The result is 0 (passed clinical trial). (2) The compound is COC(=O)N[C@H](C(=O)N[C@@H](Cc1ccccc1)[C@@H](O)CN(Cc1ccc(-c2ccccn2)cc1)NC(=O)[C@@H](NC(=O)OC)C(C)(C)C)C(C)(C)C. The result is 1 (failed clinical trial for toxicity). (3) The molecule is CC(=O)CCCCn1c(=O)c2c(ncn2C)n(C)c1=O. The result is 0 (passed clinical trial). (4) The compound is COc1nc(N)nc2c1ncn2[C@@H]1O[C@H](CO)[C@@H](O)[C@@H]1O. The result is 0 (passed clinical trial). (5) The drug is C[NH+]1CCCC(n2nc(Cc3ccc(Cl)cc3)c3ccccc3c2=O)CC1. The result is 0 (passed clinical trial). (6) The molecule is O=C(NC[C@H]1CN(c2ccc(N3CCOCC3=O)cc2)C(=O)O1)c1ccc(Cl)s1. The result is 0 (passed clinical trial). (7) The result is 0 (passed clinical trial). The compound is C[NH2+]CC[C@H](Oc1cccc2ccccc12)c1cccs1.